This data is from Blood-brain barrier permeability classification from the B3DB database. The task is: Regression/Classification. Given a drug SMILES string, predict its absorption, distribution, metabolism, or excretion properties. Task type varies by dataset: regression for continuous measurements (e.g., permeability, clearance, half-life) or binary classification for categorical outcomes (e.g., BBB penetration, CYP inhibition). Dataset: b3db_classification. The molecule is CCN=C1NC(=O)C(c2ccccc2)O1. The result is 1 (penetrates BBB).